From a dataset of Peptide-MHC class I binding affinity with 185,985 pairs from IEDB/IMGT. Regression. Given a peptide amino acid sequence and an MHC pseudo amino acid sequence, predict their binding affinity value. This is MHC class I binding data. The peptide sequence is MADVPLQWI. The MHC is HLA-B07:02 with pseudo-sequence HLA-B07:02. The binding affinity (normalized) is 0.